From a dataset of Forward reaction prediction with 1.9M reactions from USPTO patents (1976-2016). Predict the product of the given reaction. (1) Given the reactants [Br:1][CH2:2][C:3](Br)=[O:4].[Cl-].[Al+3].[Cl-].[Cl-].[C:10]([N:13]1[C:21]2[C:16](=[CH:17][CH:18]=[CH:19][CH:20]=2)[CH2:15][CH2:14]1)(=[O:12])[CH3:11], predict the reaction product. The product is: [C:10]([N:13]1[C:21]2[C:16](=[CH:17][C:18]([C:3](=[O:4])[CH2:2][Br:1])=[CH:19][CH:20]=2)[CH2:15][CH2:14]1)(=[O:12])[CH3:11]. (2) Given the reactants [NH2:1][C:2]1[CH:3]=[C:4]([CH:15]=[CH:16][C:17]=1[F:18])[O:5][C:6]1[CH:7]=[CH:8][C:9]([C:12]([OH:14])=O)=[N:10][CH:11]=1.CN.C1COCC1.C1C=CC2N(O)N=[N:32][C:30]=2C=1.Cl.C(N=C=NCCCN(C)C)C, predict the reaction product. The product is: [NH2:1][C:2]1[CH:3]=[C:4]([CH:15]=[CH:16][C:17]=1[F:18])[O:5][C:6]1[CH:7]=[CH:8][C:9]([C:12]([NH:32][CH3:30])=[O:14])=[N:10][CH:11]=1. (3) Given the reactants [CH3:1][C:2]1[O:3][C:4]([C:7]2[CH:12]=[CH:11][C:10]([S:13](Cl)(=[O:15])=[O:14])=[CH:9][CH:8]=2)=[CH:5][N:6]=1.[NH2:17][C:18]1[CH:23]=[CH:22][C:21]([Cl:24])=[CH:20][C:19]=1[C:25]([C:27]1[CH:32]=[CH:31][CH:30]=[C:29]([CH3:33])[N:28]=1)=[O:26], predict the reaction product. The product is: [Cl:24][C:21]1[CH:22]=[CH:23][C:18]([NH:17][S:13]([C:10]2[CH:11]=[CH:12][C:7]([C:4]3[O:3][C:2]([CH3:1])=[N:6][CH:5]=3)=[CH:8][CH:9]=2)(=[O:15])=[O:14])=[C:19]([C:25]([C:27]2[CH:32]=[CH:31][CH:30]=[C:29]([CH3:33])[N:28]=2)=[O:26])[CH:20]=1. (4) Given the reactants [Cl:1][C:2]1[CH:3]=[CH:4][C:5](C(O)=O)=[N:6][CH:7]=1.C(Cl)(=O)[C:12](Cl)=[O:13].[CH3:17][OH:18].[Cl:19]CCl, predict the reaction product. The product is: [Cl:19][C:4]1[C:5]([C:17]([O:13][CH3:12])=[O:18])=[N:6][CH:7]=[C:2]([Cl:1])[CH:3]=1. (5) Given the reactants [CH:1]([O-])=O.[NH4+:4].C1(C[N:12]2[CH2:17][CH2:16][N:15]([C:18]3[CH:19]=[C:20](CN)[CH:21]=[CH:22][CH:23]=3)[CH2:14][CH2:13]2)C=CC=CC=1, predict the reaction product. The product is: [CH3:1][NH:4][C:22]1[CH:21]=[CH:20][CH:19]=[C:18]([N:15]2[CH2:16][CH2:17][NH:12][CH2:13][CH2:14]2)[CH:23]=1.